This data is from Reaction yield outcomes from USPTO patents with 853,638 reactions. The task is: Predict the reaction yield, written as a fraction of the theoretical maximum amount of product (1.0 means a 100% yield; for example, 0.34 means a 34% yield). (1) The reactants are [C@@H:1]1([O:12][C@@H:13]2[C@@H:22]([CH2:23][OH:24])[O:21][CH:16]([O:17][CH2:18][CH:19]=[CH2:20])[C@H:15]([OH:25])[C@H:14]2[OH:26])[O:9][C@H:8]([CH2:10][OH:11])[C@@H:6]([OH:7])[C@H:4]([OH:5])[C@H:2]1[OH:3].[C:27](Cl)(=[O:34])[C:28]1[CH:33]=[CH:32][CH:31]=[CH:30][CH:29]=1.Cl.CCl. The catalyst is N1C=CC=CC=1. The product is [C:27]([C@@:15]1([OH:25])[C@@:14]([C:27](=[O:34])[C:28]2[CH:33]=[CH:32][CH:31]=[CH:30][CH:29]=2)([OH:26])[C@H:13]([O:12][C@@H:1]2[O:9][C@H:8]([CH2:10][O:11][C:27](=[O:34])[C:28]3[CH:33]=[CH:32][CH:31]=[CH:30][CH:29]=3)[C@@H:6]([O:7][C:27](=[O:34])[C:28]3[CH:33]=[CH:32][CH:31]=[CH:30][CH:29]=3)[C@H:4]([O:5][C:27](=[O:34])[C:28]3[CH:33]=[CH:32][CH:31]=[CH:30][CH:29]=3)[C@H:2]2[O:3][C:27](=[O:34])[C:28]2[CH:33]=[CH:32][CH:31]=[CH:30][CH:29]=2)[C@@H:22]([CH2:23][O:24][C:27](=[O:34])[C:28]2[CH:33]=[CH:32][CH:31]=[CH:30][CH:29]=2)[O:21][CH:16]1[O:17][CH2:18][CH:19]=[CH2:20])(=[O:34])[C:28]1[CH:33]=[CH:32][CH:31]=[CH:30][CH:29]=1. The yield is 0.700. (2) The catalyst is CN(C=O)C. The yield is 0.720. The product is [Br:1][C:13]1[CH:14]=[CH:15][C:10]([NH2:9])=[N:11][C:12]=1[Cl:16]. The reactants are [Br:1]N1C(=O)CCC1=O.[NH2:9][C:10]1[CH:15]=[CH:14][CH:13]=[C:12]([Cl:16])[N:11]=1. (3) The reactants are [CH:1]([O:4][C:5]([N:7]1[CH:12]([CH2:13][CH3:14])[CH2:11][CH:10]([N:15]([CH2:23][C:24]2[CH:29]=[C:28]([C:30]([F:33])([F:32])[F:31])[CH:27]=[C:26]([Cl:34])[CH:25]=2)[C:16]2[O:17][CH:18]=[C:19]([CH2:21]O)[N:20]=2)[CH2:9][CH:8]1[CH2:35][CH3:36])=[O:6])([CH3:3])[CH3:2].[I-].[Na+].C[Si](Cl)(C)C.S([O-])([O-])(=O)=S.[Na+].[Na+]. The catalyst is C(#N)C. The product is [CH:1]([O:4][C:5]([N:7]1[CH:12]([CH2:13][CH3:14])[CH2:11][CH:10]([N:15]([CH2:23][C:24]2[CH:29]=[C:28]([C:30]([F:31])([F:33])[F:32])[CH:27]=[C:26]([Cl:34])[CH:25]=2)[C:16]2[O:17][CH:18]=[C:19]([CH3:21])[N:20]=2)[CH2:9][CH:8]1[CH2:35][CH3:36])=[O:6])([CH3:3])[CH3:2]. The yield is 0.210.